From a dataset of Forward reaction prediction with 1.9M reactions from USPTO patents (1976-2016). Predict the product of the given reaction. (1) Given the reactants [O:1]=[C:2]1[C:6](=[CH:7][C:8]2[O:12][C:11]([C:13]3[CH:14]=[C:15]([CH:19]=[CH:20][CH:21]=3)[C:16]([OH:18])=O)=[CH:10][CH:9]=2)[S:5][C:4](=[S:22])[NH:3]1.[CH3:23][N:24]1[CH2:30][CH2:29][CH2:28][NH:27][CH2:26][CH2:25]1.C1C=CC2N(O)N=NC=2C=1.CCN=C=NCCCN(C)C.CCN(C(C)C)C(C)C, predict the reaction product. The product is: [CH3:23][N:24]1[CH2:30][CH2:29][CH2:28][N:27]([C:16]([C:15]2[CH:14]=[C:13]([C:11]3[O:12][C:8]([CH:7]=[C:6]4[S:5][C:4](=[S:22])[NH:3][C:2]4=[O:1])=[CH:9][CH:10]=3)[CH:21]=[CH:20][CH:19]=2)=[O:18])[CH2:26][CH2:25]1. (2) Given the reactants [Cl:1][C:2]1[N:7]=[C:6]([C:8]2[CH:13]=[C:12]([N:14]3[CH2:19][CH2:18][NH:17][CH2:16][CH2:15]3)[CH:11]=[C:10]([F:20])[CH:9]=2)[CH:5]=[CH:4][N:3]=1.[BH-](OC(C)=O)(OC(C)=O)O[C:23]([CH3:25])=O.[Na+], predict the reaction product. The product is: [Cl:1][C:2]1[N:7]=[C:6]([C:8]2[CH:9]=[C:10]([F:20])[CH:11]=[C:12]([N:14]3[CH2:19][CH2:18][N:17]([CH2:23][CH3:25])[CH2:16][CH2:15]3)[CH:13]=2)[CH:5]=[CH:4][N:3]=1. (3) Given the reactants [NH2:1][C:2]1[CH:43]=[CH:42][C:5]([C:6]([NH:8][C:9]23[CH2:15][C:13]([NH:16][C:17]4[N:22]=[C:21]([C:23]5[C:31]6[C:26](=[CH:27][CH:28]=[CH:29][CH:30]=6)[N:25](S(C6C=CC=CC=6)(=O)=O)[CH:24]=5)[C:20]([Cl:41])=[CH:19][N:18]=4)([CH2:14]2)[CH2:12][CH2:11][CH2:10]3)=[O:7])=[CH:4][CH:3]=1.C(O)(C(F)(F)F)=O.[OH-].[Na+], predict the reaction product. The product is: [NH2:1][C:2]1[CH:43]=[CH:42][C:5]([C:6]([NH:8][C:9]23[CH2:14][C:13]([NH:16][C:17]4[N:22]=[C:21]([C:23]5[C:31]6[C:26](=[CH:27][CH:28]=[CH:29][CH:30]=6)[NH:25][CH:24]=5)[C:20]([Cl:41])=[CH:19][N:18]=4)([CH2:15]2)[CH2:12][CH2:11][CH2:10]3)=[O:7])=[CH:4][CH:3]=1.